This data is from Catalyst prediction with 721,799 reactions and 888 catalyst types from USPTO. The task is: Predict which catalyst facilitates the given reaction. (1) Reactant: BrBr.CCOCC.[Cl:8][C:9]1[CH:10]=[C:11]([C:14](=O)[CH3:15])[S:12][CH:13]=1.[NH2:17][C:18]([NH2:20])=[S:19]. Product: [NH2:20][C:18]1[S:19][CH:15]=[C:14]([C:11]2[S:12][CH:13]=[C:9]([Cl:8])[CH:10]=2)[N:17]=1. The catalyst class is: 14. (2) Reactant: [N:1]1([CH2:6][C:7]([N:9]2[C:17]3[C:12](=[CH:13][C:14]([NH2:18])=[CH:15][CH:16]=3)[CH2:11][CH2:10]2)=[O:8])[CH:5]=[CH:4][CH:3]=[N:2]1.[CH3:19][C:20]1[CH:28]=[CH:27][C:23]([C:24](O)=[O:25])=[C:22]([N:29]2[CH2:34][CH2:33][CH:32]([CH3:35])[CH2:31][CH2:30]2)[CH:21]=1.F[P-](F)(F)(F)(F)F.N1(O[P+](N2CCCC2)(N2CCCC2)N2CCCC2)C2C=CC=CC=2N=N1.C(N(C(C)C)CC)(C)C. Product: [CH3:19][C:20]1[CH:28]=[CH:27][C:23]([C:24]([NH:18][C:14]2[CH:13]=[C:12]3[C:17](=[CH:16][CH:15]=2)[N:9]([C:7](=[O:8])[CH2:6][N:1]2[CH:5]=[CH:4][CH:3]=[N:2]2)[CH2:10][CH2:11]3)=[O:25])=[C:22]([N:29]2[CH2:34][CH2:33][CH:32]([CH3:35])[CH2:31][CH2:30]2)[CH:21]=1. The catalyst class is: 255. (3) Reactant: [CH3:1][C@@H:2]1[C@H:7]([C:8]2[CH:9]=[C:10]3[C:19](=[CH:20][C:21]=2B2OC(C)(C)C(C)(C)O2)[O:18][CH2:17][C:16]2[N:11]3[C@H:12]([CH3:32])[C:13](=[O:31])[NH:14][N:15]=2)[CH2:6][CH2:5][N:4]([C:33]([OH:35])=[O:34])[CH2:3]1.Br[C:37]1[C:42]([F:43])=[CH:41][CH:40]=[CH:39][C:38]=1[F:44].C(=O)([O-])[O-].[Na+].[Na+]. Product: [C:2]([O:35][C:33]([N:4]1[CH2:5][CH2:6][C@@H:7]([C:8]2[CH:9]=[C:10]3[C:19](=[CH:20][C:21]=2[C:37]2[C:42]([F:43])=[CH:41][CH:40]=[CH:39][C:38]=2[F:44])[O:18][CH2:17][C:16]2[N:11]3[C@H:12]([CH3:32])[C:13](=[O:31])[NH:14][N:15]=2)[C@@H:2]([CH3:1])[CH2:3]1)=[O:34])([CH3:7])([CH3:3])[CH3:1]. The catalyst class is: 669. (4) Reactant: [OH:1]C1C2N=NNC=2C=CC=1.[CH:11]1([N:17]=[C:18]=[N:19][CH:20]2[CH2:25][CH2:24][CH2:23][CH2:22][CH2:21]2)[CH2:16][CH2:15][CH2:14][CH2:13][CH2:12]1. Product: [C:18]([NH:17][CH:11]1[CH2:12][CH2:13][CH2:14][CH2:15][CH2:16]1)([NH:19][CH:20]1[CH2:25][CH2:24][CH2:23][CH2:22][CH2:21]1)=[O:1]. The catalyst class is: 1. (5) Reactant: [CH3:1][O:2][C:3]1[CH:20]=[CH:19][C:6]([CH2:7][N:8]2[C:12]3[N:13]=[CH:14][CH:15]=[C:16]([OH:17])[C:11]=3[C:10]([CH3:18])=[N:9]2)=[CH:5][CH:4]=1.[F:21][C:22]1[CH:27]=[C:26]([N+:28]([O-:30])=[O:29])[C:25]([F:31])=[CH:24][C:23]=1F.C(=O)([O-])[O-].[K+].[K+].CN(C=O)C. Product: [F:21][C:22]1[CH:27]=[C:26]([N+:28]([O-:30])=[O:29])[C:25]([F:31])=[CH:24][C:23]=1[O:17][C:16]1[CH:15]=[CH:14][N:13]=[C:12]2[N:8]([CH2:7][C:6]3[CH:5]=[CH:4][C:3]([O:2][CH3:1])=[CH:20][CH:19]=3)[N:9]=[C:10]([CH3:18])[C:11]=12. The catalyst class is: 521. (6) Reactant: I.[CH3:2][O:3][C:4]1[CH:5]=[CH:6][CH:7]=[C:8]2[C:13]=1[N:12]=[C:11](SC)[NH:10][CH:9]2[CH3:16].[NH3:17]. Product: [CH3:2][O:3][C:4]1[CH:5]=[CH:6][CH:7]=[C:8]2[C:13]=1[N:12]=[C:11]([NH2:17])[NH:10][CH:9]2[CH3:16]. The catalyst class is: 556. (7) Reactant: Cl[C:2]1[CH:11]=[CH:10][C:9]2[C:8]([S:12]([NH:15][CH:16]3[CH2:20][CH2:19][CH2:18][CH2:17]3)(=[O:14])=[O:13])=[CH:7][C:6]([C:21]3[C:22]([CH3:27])=[N:23][O:24][C:25]=3[CH3:26])=[CH:5][C:4]=2[N:3]=1.[CH:28]1([CH2:31][NH2:32])[CH2:30][CH2:29]1. Product: [CH:16]1([NH:15][S:12]([C:8]2[C:9]3[CH:10]=[CH:11][C:2]([NH:32][CH2:31][CH:28]4[CH2:30][CH2:29]4)=[N:3][C:4]=3[CH:5]=[C:6]([C:21]3[C:22]([CH3:27])=[N:23][O:24][C:25]=3[CH3:26])[CH:7]=2)(=[O:14])=[O:13])[CH2:20][CH2:19][CH2:18][CH2:17]1. The catalyst class is: 3.